This data is from Forward reaction prediction with 1.9M reactions from USPTO patents (1976-2016). The task is: Predict the product of the given reaction. Given the reactants [OH:1][CH:2]1[CH2:6][CH2:5][CH:4]([C:7]2[N:12]=[C:11]3[CH2:13][CH2:14][CH2:15][C:10]3=[C:9]([NH:16][C:17]3[CH:22]=[CH:21][C:20]([CH2:23][C:24]([O:26]CC)=O)=[CH:19][CH:18]=3)[CH:8]=2)[CH2:3]1.[NH3:29], predict the reaction product. The product is: [OH:1][CH:2]1[CH2:6][CH2:5][CH:4]([C:7]2[N:12]=[C:11]3[CH2:13][CH2:14][CH2:15][C:10]3=[C:9]([NH:16][C:17]3[CH:18]=[CH:19][C:20]([CH2:23][C:24]([NH2:29])=[O:26])=[CH:21][CH:22]=3)[CH:8]=2)[CH2:3]1.